Dataset: Full USPTO retrosynthesis dataset with 1.9M reactions from patents (1976-2016). Task: Predict the reactants needed to synthesize the given product. The reactants are: [CH3:1][C:2]([CH3:13])([C:8]([O:10]CC)=[O:9])[C:3]([O:5]CC)=[O:4].[OH-].[K+].CO.Cl. Given the product [CH3:1][C:2]([CH3:13])([C:8]([OH:10])=[O:9])[C:3]([OH:5])=[O:4], predict the reactants needed to synthesize it.